From a dataset of Full USPTO retrosynthesis dataset with 1.9M reactions from patents (1976-2016). Predict the reactants needed to synthesize the given product. (1) The reactants are: [CH3:1][NH:2][C:3]([C@@H:5]1[CH2:9][CH2:8][CH2:7][C@@H:6]1[NH:10][C:11]1[C:16]([Cl:17])=[CH:15][N:14]=[C:13](Cl)[N:12]=1)=[O:4].[NH2:19][C:20]1[C:36]([O:37][CH3:38])=[CH:35][C:23]2[CH2:24][CH2:25][N:26]([CH2:29][C:30]([N:32]([CH3:34])[CH3:33])=[O:31])[CH2:27][CH2:28][C:22]=2[CH:21]=1.C12(CS(O)(=O)=O)C(C)(C)C(CC1)CC2=O. Given the product [CH3:1][NH:2][C:3]([C@@H:5]1[CH2:9][CH2:8][CH2:7][C@@H:6]1[NH:10][C:11]1[C:16]([Cl:17])=[CH:15][N:14]=[C:13]([NH:19][C:20]2[C:36]([O:37][CH3:38])=[CH:35][C:23]3[CH2:24][CH2:25][N:26]([CH2:29][C:30](=[O:31])[N:32]([CH3:33])[CH3:34])[CH2:27][CH2:28][C:22]=3[CH:21]=2)[N:12]=1)=[O:4], predict the reactants needed to synthesize it. (2) Given the product [C:13]1([C:2]2[CH:12]=[N:11][C:5]3[O:6][CH2:7][C:8](=[O:10])[NH:9][C:4]=3[CH:3]=2)[CH:18]=[CH:17][CH:16]=[CH:15][CH:14]=1, predict the reactants needed to synthesize it. The reactants are: Br[C:2]1[CH:12]=[N:11][C:5]2[O:6][CH2:7][C:8](=[O:10])[NH:9][C:4]=2[CH:3]=1.[C:13]1(B(O)O)[CH:18]=[CH:17][CH:16]=[CH:15][CH:14]=1.C1(P(C2C=CC=CC=2)C2C=CC=CC=2)C=CC=CC=1.C(=O)([O-])[O-].[K+].[K+].